This data is from Catalyst prediction with 721,799 reactions and 888 catalyst types from USPTO. The task is: Predict which catalyst facilitates the given reaction. (1) Reactant: F[C:2]1[CH:9]=[C:8]([O:10][CH2:11][C:12]2[S:16][C:15]([C:17]3[CH:22]=[CH:21][C:20]([C:23]([F:26])([F:25])[F:24])=[CH:19][CH:18]=3)=[N:14][C:13]=2[CH3:27])[CH:7]=[CH:6][C:3]=1[C:4]#[N:5].C[O-].[Na+].[C:31](OCC)(=[O:33])C. Product: [CH3:31][O:33][C:2]1[CH:9]=[C:8]([O:10][CH2:11][C:12]2[S:16][C:15]([C:17]3[CH:22]=[CH:21][C:20]([C:23]([F:26])([F:25])[F:24])=[CH:19][CH:18]=3)=[N:14][C:13]=2[CH3:27])[CH:7]=[CH:6][C:3]=1[C:4]#[N:5]. The catalyst class is: 5. (2) Reactant: [O:1]=[C:2]1[NH:8][C:7]2[C:9]3[CH2:10][CH2:11][CH2:12][CH2:13][C:14]=3[CH:15]=[CH:16][C:6]=2[N:5]([C:17]2[CH:22]=[CH:21][C:20]([NH:23][S:24]([C:27]3[CH:32]=[CH:31][CH:30]=[CH:29][C:28]=3[N+:33]([O-:35])=[O:34])(=[O:26])=[O:25])=[CH:19][CH:18]=2)[C:4](=[O:36])[CH2:3]1.IC.[C:39](=O)([O-])[O-].[K+].[K+]. Product: [O:1]=[C:2]1[NH:8][C:7]2[C:9]3[CH2:10][CH2:11][CH2:12][CH2:13][C:14]=3[CH:15]=[CH:16][C:6]=2[N:5]([C:17]2[CH:18]=[CH:19][C:20]([N:23]([CH3:39])[S:24]([C:27]3[CH:32]=[CH:31][CH:30]=[CH:29][C:28]=3[N+:33]([O-:35])=[O:34])(=[O:26])=[O:25])=[CH:21][CH:22]=2)[C:4](=[O:36])[CH2:3]1. The catalyst class is: 3. (3) Reactant: [OH:1][CH2:2][C@H:3]([NH:12][C:13]([C@H:15]1[CH2:17][C@@H:16]1[C:18]1[S:19][CH:20]=[CH:21][CH:22]=1)=[O:14])[C:4]1[CH:9]=[CH:8][C:7]([O:10]C)=[CH:6][CH:5]=1.B(Br)(Br)Br.C([O-])(O)=O.[Na+].Cl. Product: [OH:1][CH2:2][C@H:3]([NH:12][C:13]([C@H:15]1[CH2:17][C@@H:16]1[C:18]1[S:19][CH:20]=[CH:21][CH:22]=1)=[O:14])[C:4]1[CH:5]=[CH:6][C:7]([OH:10])=[CH:8][CH:9]=1. The catalyst class is: 2. (4) Reactant: Cl.Cl.Cl.[CH2:4]1[C:13]2[C:8](=[CH:9][CH:10]=[N:11][CH:12]=2)[CH2:7][CH2:6][N:5]1[C:14]1[CH:20]=[CH:19][C:17]([NH2:18])=[C:16]([CH3:21])[CH:15]=1.C(N(CC)C(C)C)(C)C.[C:31]1([CH3:40])[CH:36]=[CH:35][CH:34]=[C:33]([N:37]=[C:38]=[O:39])[CH:32]=1. Product: [CH2:4]1[C:13]2[C:8](=[CH:9][CH:10]=[N:11][CH:12]=2)[CH2:7][CH2:6][N:5]1[C:14]1[CH:20]=[CH:19][C:17]([NH:18][C:38]([NH:37][C:33]2[CH:34]=[CH:35][CH:36]=[C:31]([CH3:40])[CH:32]=2)=[O:39])=[C:16]([CH3:21])[CH:15]=1. The catalyst class is: 2. (5) Product: [Cl:1][C:2]1[N:7]=[C:6]([NH:8][CH3:9])[N:5]=[C:4]([N:10]2[C@H:15]([CH3:16])[CH2:14][CH2:13][C@H:12]([C:17]([NH:36][CH2:29][C:30]3[CH:35]=[CH:34][CH:33]=[CH:32][CH:31]=3)=[O:19])[CH2:11]2)[CH:3]=1. Reactant: [Cl:1][C:2]1[N:7]=[C:6]([NH:8][CH3:9])[N:5]=[C:4]([N:10]2[C@H:15]([CH3:16])[CH2:14][CH2:13][C@H:12]([C:17]([OH:19])=O)[CH2:11]2)[CH:3]=1.CCN(C(C)C)C(C)C.[CH2:29]([NH2:36])[C:30]1[CH:35]=[CH:34][CH:33]=[CH:32][CH:31]=1.CN(C(ON1N=NC2C=CC=NC1=2)=[N+](C)C)C.F[P-](F)(F)(F)(F)F. The catalyst class is: 2. (6) Reactant: [Br:1][CH2:2][C:3]([C:25]([F:28])([F:27])[F:26])([OH:24])[CH:4]([NH:13][C:14]1[C:23]2[C:18](=[CH:19][CH:20]=[CH:21][CH:22]=2)[CH:17]=[CH:16][CH:15]=1)[C:5]1[CH:10]=[CH:9][CH:8]=[C:7]([O:11]C)[CH:6]=1.B(Br)(Br)Br.C(=O)(O)[O-].[Na+].C(OCC)(=O)C. Product: [Br:1][CH2:2][C:3]([C:25]([F:26])([F:27])[F:28])([OH:24])[CH:4]([NH:13][C:14]1[C:23]2[C:18](=[CH:19][CH:20]=[CH:21][CH:22]=2)[CH:17]=[CH:16][CH:15]=1)[C:5]1[CH:10]=[CH:9][CH:8]=[C:7]([OH:11])[CH:6]=1. The catalyst class is: 4. (7) Reactant: [CH:1]([C:3]1[CH:8]=[C:7]([CH3:9])[C:6](OS(C(F)(F)F)(=O)=O)=[C:5]([CH3:18])[CH:4]=1)=[O:2].[F:19][C:20]([F:31])([F:30])[C:21]1[CH:26]=[CH:25][C:24](B(O)O)=[CH:23][CH:22]=1.[Li+].[Cl-].C([O-])([O-])=O.[K+].[K+]. Product: [CH3:18][C:5]1[CH:4]=[C:3]([CH:1]=[O:2])[CH:8]=[C:7]([CH3:9])[C:6]=1[C:24]1[CH:25]=[CH:26][C:21]([C:20]([F:31])([F:30])[F:19])=[CH:22][CH:23]=1. The catalyst class is: 73.